Task: Predict which catalyst facilitates the given reaction.. Dataset: Catalyst prediction with 721,799 reactions and 888 catalyst types from USPTO Reactant: C[Si](C)(C)N[Si](C)(C)C.C([Li])CCC.[Cl:15][C:16]1[CH:17]=[C:18]([C@@H:26]([CH2:40][CH:41]2[CH2:45]CC[CH2:42]2)[C:27](NC2C=CN(CCC(O)=O)N=2)=[O:28])[CH:19]=[CH:20][C:21]=1[S:22]([CH3:25])(=O)=O.ICC1[CH2:51][O:50]C1.CN1CCCN(C)C1=[O:60]. Product: [CH3:51][O:50][C:27](=[O:28])[CH:26]([C:18]1[CH:19]=[CH:20][C:21]([S:22][CH3:25])=[C:16]([Cl:15])[CH:17]=1)[CH2:40][CH:41]1[CH2:42][O:60][CH2:45]1. The catalyst class is: 54.